From a dataset of Reaction yield outcomes from USPTO patents with 853,638 reactions. Predict the reaction yield, written as a fraction of the theoretical maximum amount of product (1.0 means a 100% yield; for example, 0.34 means a 34% yield). (1) The reactants are Br[CH2:2][C:3]1[C:11]2[O:10][C:9]([C:12]3[CH:17]=[CH:16][C:15]([OH:18])=[CH:14][CH:13]=3)=[CH:8][C:7]=2[CH:6]=[C:5]([OH:19])[CH:4]=1.[C-:20]#[N:21].[K+].C1OCCOCCOCCOCCOCCOC1.O. The catalyst is CN(C)C=O. The product is [OH:19][C:5]1[CH:4]=[C:3]([CH2:2][C:20]#[N:21])[C:11]2[O:10][C:9]([C:12]3[CH:17]=[CH:16][C:15]([OH:18])=[CH:14][CH:13]=3)=[CH:8][C:7]=2[CH:6]=1. The yield is 0.820. (2) The reactants are [C:1]1([C:7]2[N:12]=[CH:11][C:10]([NH:13][C:14](=[O:19])[CH2:15][C:16]([OH:18])=O)=[CH:9][CH:8]=2)[CH:6]=[CH:5][CH:4]=[CH:3][CH:2]=1.CCN(C(C)C)C(C)C.C1C=CC2N(O)N=NC=2C=1.CCN=C=NCCCN(C)C.Cl.Cl.Cl.[Cl:53][C:54]1[CH:59]=[CH:58][CH:57]=[CH:56][C:55]=1[NH:60][CH:61]1[CH2:66][CH2:65][NH:64][CH2:63][CH2:62]1. The catalyst is CN(C=O)C.O. The product is [Cl:53][C:54]1[CH:59]=[CH:58][CH:57]=[CH:56][C:55]=1[NH:60][CH:61]1[CH2:66][CH2:65][N:64]([C:16](=[O:18])[CH2:15][C:14]([NH:13][C:10]2[CH:11]=[N:12][C:7]([C:1]3[CH:2]=[CH:3][CH:4]=[CH:5][CH:6]=3)=[CH:8][CH:9]=2)=[O:19])[CH2:63][CH2:62]1. The yield is 0.770. (3) The reactants are C[C:2]1[NH:3][C:4]2[C:9]([CH:10]=1)=[CH:8][CH:7]=[CH:6][CH:5]=2.[C:11]([Li])(C)(C)C.CCCCC.[CH2:21]([C:28]1([N:35]([CH3:37])[CH3:36])[CH2:33][CH2:32][C:31](=[O:34])[CH2:30][CH2:29]1)[C:22]1[CH:27]=[CH:26][CH:25]=[CH:24][CH:23]=1. The catalyst is C1COCC1. The product is [CH2:21]([C:28]1([N:35]([CH3:36])[CH3:37])[CH2:29][CH2:30][C:31]([C:2]2[N:3]([CH3:11])[C:4]3[C:9]([CH:10]=2)=[CH:8][CH:7]=[CH:6][CH:5]=3)([OH:34])[CH2:32][CH2:33]1)[C:22]1[CH:27]=[CH:26][CH:25]=[CH:24][CH:23]=1. The yield is 0.330. (4) The reactants are [Cl:1][C:2]1[CH:10]=[CH:9][C:5]([C:6](O)=[O:7])=[C:4]([NH:11][S:12]([C:15]2[CH:20]=[CH:19][C:18]([Cl:21])=[C:17]([C:22]([F:25])([F:24])[F:23])[CH:16]=2)(=[O:14])=[O:13])[CH:3]=1.C(=O)=O.Cl.[CH3:30][NH:31][O:32][CH3:33].O. The catalyst is C1COCC1.CCOC(C)=O. The product is [Cl:1][C:2]1[CH:10]=[CH:9][C:5]([C:6]([N:31]([O:32][CH3:33])[CH3:30])=[O:7])=[C:4]([NH:11][S:12]([C:15]2[CH:20]=[CH:19][C:18]([Cl:21])=[C:17]([C:22]([F:24])([F:25])[F:23])[CH:16]=2)(=[O:14])=[O:13])[CH:3]=1. The yield is 0.730. (5) The reactants are [F:1][C:2]([F:7])([F:6])[C:3]([OH:5])=[O:4].[F:8][C:9]([F:14])([F:13])[C:10]([OH:12])=[O:11].FC(F)(F)C(O)=O.[Cl:22][C:23]1[CH:24]=[N:25][C:26]2[NH:27][C:28]3[CH:29]=[N:30][CH:31]=[C:32]([CH:54]=3)[CH2:33][CH2:34][C:35]3[CH:43]=[C:39]([NH:40][C:41]=1[N:42]=2)[CH:38]=[CH:37][C:36]=3[NH:44][C:45](=[O:53])[CH2:46][CH:47]1[CH2:52][CH2:51][NH:50][CH2:49][CH2:48]1.[CH3:55][O:56][C:57]1[CH:58]=[C:59]([S:63](Cl)(=[O:65])=[O:64])[CH:60]=[CH:61][CH:62]=1. No catalyst specified. The product is [F:1][C:2]([F:7])([F:6])[C:3]([OH:5])=[O:4].[F:8][C:9]([F:14])([F:13])[C:10]([OH:12])=[O:11].[Cl:22][C:23]1[CH:24]=[N:25][C:26]2[NH:27][C:28]3[CH:29]=[N:30][CH:31]=[C:32]([CH:54]=3)[CH2:33][CH2:34][C:35]3[CH:43]=[C:39]([NH:40][C:41]=1[N:42]=2)[CH:38]=[CH:37][C:36]=3[NH:44][C:45](=[O:53])[CH2:46][CH:47]1[CH2:52][CH2:51][N:50]([S:63]([C:59]2[CH:60]=[CH:61][CH:62]=[C:57]([O:56][CH3:55])[CH:58]=2)(=[O:65])=[O:64])[CH2:49][CH2:48]1. The yield is 0.280.